From a dataset of Peptide-MHC class II binding affinity with 134,281 pairs from IEDB. Regression. Given a peptide amino acid sequence and an MHC pseudo amino acid sequence, predict their binding affinity value. This is MHC class II binding data. (1) The peptide sequence is LNTLTLAVPYNMRVI. The MHC is DRB1_1101 with pseudo-sequence DRB1_1101. The binding affinity (normalized) is 0.529. (2) The peptide sequence is KQQGIRYANPIAFFR. The MHC is DRB1_0701 with pseudo-sequence DRB1_0701. The binding affinity (normalized) is 0.904. (3) The peptide sequence is VMYAFTTPL. The MHC is H-2-IAb with pseudo-sequence H-2-IAb. The binding affinity (normalized) is 0.445. (4) The MHC is HLA-DPA10201-DPB11401 with pseudo-sequence HLA-DPA10201-DPB11401. The binding affinity (normalized) is 0. The peptide sequence is NGNATPQLTKNAGVL. (5) The peptide sequence is MDCIIFESASKARLP. The binding affinity (normalized) is 0.808. The MHC is DRB1_0101 with pseudo-sequence DRB1_0101. (6) The peptide sequence is EKKYFAATQFEPYAA. The MHC is HLA-DQA10101-DQB10501 with pseudo-sequence HLA-DQA10101-DQB10501. The binding affinity (normalized) is 0.444. (7) The peptide sequence is HDYNFVKAINAIQKSW. The MHC is DRB1_0402 with pseudo-sequence DRB1_0402. The binding affinity (normalized) is 0.671. (8) The peptide sequence is DIDLGRNEVVNDVST. The MHC is DRB1_0401 with pseudo-sequence DRB1_0401. The binding affinity (normalized) is 0.222.